From a dataset of Forward reaction prediction with 1.9M reactions from USPTO patents (1976-2016). Predict the product of the given reaction. The product is: [Br:1][C:2]1[C:14]2[C:13]3[C:8](=[CH:9][C:10]([CH:15]=[O:16])=[CH:11][CH:12]=3)[NH:7][C:6]=2[C:5]([C:17]([NH2:19])=[O:18])=[CH:4][CH:3]=1. Given the reactants [Br:1][C:2]1[C:14]2[C:13]3[C:8](=[CH:9][C:10]([CH2:15][OH:16])=[CH:11][CH:12]=3)[NH:7][C:6]=2[C:5]([C:17]([NH2:19])=[O:18])=[CH:4][CH:3]=1.CC(OI1(OC(C)=O)(OC(C)=O)OC(=O)C2C1=CC=CC=2)=O, predict the reaction product.